Dataset: hERG Central: cardiac toxicity at 1µM, 10µM, and general inhibition. Task: Predict hERG channel inhibition at various concentrations. (1) The compound is Cc1sc2ncnc(SCC(=O)Nc3ccc(CN4CCCC4)cc3)c2c1C. Results: hERG_inhib (hERG inhibition (general)): blocker. (2) The drug is O=C(CN1CCC(NC(=O)c2cccc(F)c2)CC1)Nc1ccc(Br)cc1. Results: hERG_inhib (hERG inhibition (general)): blocker.